This data is from Reaction yield outcomes from USPTO patents with 853,638 reactions. The task is: Predict the reaction yield, written as a fraction of the theoretical maximum amount of product (1.0 means a 100% yield; for example, 0.34 means a 34% yield). (1) The reactants are [H-].[Na+].[CH3:3][C:4]1[C:12]2[C:7](=[N:8][CH:9]=[N:10][C:11]=2[NH2:13])[NH:6][N:5]=1.[Cl:14][C:15]1[C:16]([CH3:37])=[C:17]([CH:26]2[CH2:29][N:28]([C:30]([O:32][C:33]([CH3:36])([CH3:35])[CH3:34])=[O:31])[CH2:27]2)[C:18]([O:24][CH3:25])=[C:19]([CH:21](Cl)[CH3:22])[CH:20]=1. The catalyst is CN(C)C=O.O. The product is [NH2:13][C:11]1[N:10]=[CH:9][N:8]=[C:7]2[N:6]([CH:21]([C:19]3[C:18]([O:24][CH3:25])=[C:17]([CH:26]4[CH2:27][N:28]([C:30]([O:32][C:33]([CH3:35])([CH3:34])[CH3:36])=[O:31])[CH2:29]4)[C:16]([CH3:37])=[C:15]([Cl:14])[CH:20]=3)[CH3:22])[N:5]=[C:4]([CH3:3])[C:12]=12. The yield is 0.590. (2) The reactants are [CH2:1]([O:8][C:9]1[CH:10]=[CH:11][C:12]([O:18][CH3:19])=[C:13]([CH:17]=1)[NH:14][CH2:15][CH3:16])[C:2]1[CH:7]=[CH:6][CH:5]=[CH:4][CH:3]=1.CCN([CH:26]([CH3:28])C)C(C)C.C(OC(=O)C)(=[O:31])C. The catalyst is C(Cl)(Cl)Cl. The product is [CH2:1]([O:8][C:9]1[CH:10]=[CH:11][C:12]([O:18][CH3:19])=[C:13]([N:14]([CH2:26][CH3:28])[C:15](=[O:31])[CH3:16])[CH:17]=1)[C:2]1[CH:3]=[CH:4][CH:5]=[CH:6][CH:7]=1. The yield is 0.880. (3) The reactants are [Cl:1][C:2]1[C:3]2[NH:10][CH:9]=[CH:8][C:4]=2[N:5]=[CH:6][N:7]=1.[H-].[Na+].[CH3:13]I. The catalyst is CN(C=O)C.CCOC(C)=O. The product is [Cl:1][C:2]1[C:3]2[N:10]([CH3:13])[CH:9]=[CH:8][C:4]=2[N:5]=[CH:6][N:7]=1. The yield is 0.930. (4) The reactants are [CH3:1][O:2][CH2:3][C:4]([CH3:11])([CH3:10])[C:5](=O)[CH2:6][C:7]#[N:8].C(C1C=C(N)[O:17][N:16]=1)(C)C. No catalyst specified. The product is [CH3:1][O:2][CH2:3][C:4]([C:5]1[CH:6]=[C:7]([NH2:8])[O:17][N:16]=1)([CH3:11])[CH3:10]. The yield is 0.690. (5) The reactants are [CH:1]1([C:4]2[C:9]([F:10])=[C:8](I)[CH:7]=[C:6]([C:12]([F:15])([F:14])[F:13])[N:5]=2)[CH2:3][CH2:2]1.F[B-]([CH2:20][NH:21][C:22](=[O:28])[O:23][C:24]([CH3:27])([CH3:26])[CH3:25])(F)F.[K+].COC1C=CC=C(OC)C=1C1C=CC=CC=1P(C1CCCCC1)C1CCCCC1.C(=O)([O-])[O-].[Na+].[Na+]. The catalyst is C(O)C.CC([O-])=O.CC([O-])=O.[Pd+2].O. The product is [CH:1]1([C:4]2[C:9]([F:10])=[C:8]([CH2:20][NH:21][C:22](=[O:28])[O:23][C:24]([CH3:27])([CH3:26])[CH3:25])[CH:7]=[C:6]([C:12]([F:15])([F:14])[F:13])[N:5]=2)[CH2:3][CH2:2]1. The yield is 0.570. (6) The reactants are [C:1]([C:4]1[CH:5]=[C:6]([CH:17]=[CH:18][CH:19]=1)[O:7][C:8]1[CH:13]=[CH:12][C:11]([N+:14]([O-])=O)=[CH:10][CH:9]=1)([OH:3])=[O:2]. The catalyst is CO.[Pd]. The product is [C:1]([C:4]1[CH:5]=[C:6]([CH:17]=[CH:18][CH:19]=1)[O:7][C:8]1[CH:13]=[CH:12][C:11]([NH2:14])=[CH:10][CH:9]=1)([OH:3])=[O:2]. The yield is 0.480. (7) The reactants are [NH2:1][CH2:2][CH:3]([OH:6])[CH2:4][OH:5].[CH:7]1([C:10]2[N:15]=[C:14]([C:16]([NH:18][C:19]3[CH:27]=[N:26][CH:25]=[CH:24][C:20]=3[C:21](O)=[O:22])=[O:17])[C:13]([NH:28][C:29]3[CH:30]=[N:31][CH:32]=[N:33][CH:34]=3)=[CH:12][CH:11]=2)[CH2:9][CH2:8]1. No catalyst specified. The product is [OH:6][CH:3]([CH2:4][OH:5])[CH2:2][NH:1][C:21]([C:20]1[CH:24]=[CH:25][N:26]=[CH:27][C:19]=1[NH:18][C:16]([C:14]1[C:13]([NH:28][C:29]2[CH:30]=[N:31][CH:32]=[N:33][CH:34]=2)=[CH:12][CH:11]=[C:10]([CH:7]2[CH2:9][CH2:8]2)[N:15]=1)=[O:17])=[O:22]. The yield is 0.330.